This data is from Full USPTO retrosynthesis dataset with 1.9M reactions from patents (1976-2016). The task is: Predict the reactants needed to synthesize the given product. (1) The reactants are: [Li+].[CH3:2][CH:3]([N-:5]C(C)C)C.F[C:10]1[CH:15]=[CH:14][C:13]([F:16])=[CH:12][N:11]=1. Given the product [F:16][C:13]1[CH:14]=[CH:15][C:10]([CH2:2][C:3]#[N:5])=[N:11][CH:12]=1, predict the reactants needed to synthesize it. (2) Given the product [Cl:1][C:2]1[CH:7]=[C:6]([Cl:8])[CH:5]=[CH:4][C:3]=1[C:9]1[C:10]2[N:11]([C:15]([N+:25]([O-:26])=[O:24])=[C:16]([CH3:18])[N:17]=2)[CH:12]=[CH:13][N:14]=1, predict the reactants needed to synthesize it. The reactants are: [Cl:1][C:2]1[CH:7]=[C:6]([Cl:8])[CH:5]=[CH:4][C:3]=1[C:9]1[C:10]2[N:11]([CH:15]=[C:16]([CH3:18])[N:17]=2)[CH:12]=[CH:13][N:14]=1.F[B-](F)(F)F.[O:24]=[N+:25]=[O:26].O. (3) Given the product [Cl:1][C:2]1[C:3]([CH:8]([CH3:11])[C:9]([O:24][CH2:22][CH3:23])=[O:18])=[N:4][CH:5]=[CH:6][CH:7]=1, predict the reactants needed to synthesize it. The reactants are: [Cl:1][C:2]1[C:3]([CH:8]([CH3:11])[C:9]#N)=[N:4][CH:5]=[CH:6][CH:7]=1.S(=O)(=O)(O)O.C(=O)(O)[O-:18].[Na+].[CH2:22]([OH:24])[CH3:23].